This data is from Reaction yield outcomes from USPTO patents with 853,638 reactions. The task is: Predict the reaction yield, written as a fraction of the theoretical maximum amount of product (1.0 means a 100% yield; for example, 0.34 means a 34% yield). (1) The reactants are C[O:2][C:3]1[CH:4]=[C:5]([CH:29]=[CH:30][CH:31]=1)[CH2:6][C:7]1[NH:8][C:9]([C:22]2[CH:27]=[CH:26][CH:25]=[C:24]([CH3:28])[N:23]=2)=[C:10]([C:12]2[CH:13]=[C:14]3[C:19](=[CH:20][CH:21]=2)[N:18]=[CH:17][CH:16]=[CH:15]3)[N:11]=1.Br. The catalyst is C(O)(=O)C. The product is [CH3:28][C:24]1[N:23]=[C:22]([C:9]2[NH:8][C:7]([CH2:6][C:5]3[CH:4]=[C:3]([OH:2])[CH:31]=[CH:30][CH:29]=3)=[N:11][C:10]=2[C:12]2[CH:13]=[C:14]3[C:19](=[CH:20][CH:21]=2)[N:18]=[CH:17][CH:16]=[CH:15]3)[CH:27]=[CH:26][CH:25]=1. The yield is 0.900. (2) The reactants are [Br:1][C:2]1[CH:7]=[CH:6][C:5]([SH:8])=[CH:4][C:3]=1[F:9].[CH3:10][C:11]([CH3:14])([O-])C.[K+].BrC1CC1.COC(C)(C)C. The catalyst is CS(C)=O. The product is [Br:1][C:2]1[CH:7]=[CH:6][C:5]([S:8][CH:14]2[CH2:11][CH2:10]2)=[CH:4][C:3]=1[F:9]. The yield is 0.270. (3) The reactants are [CH2:1]([O:8][C:9]1[CH:38]=[CH:37][C:12]2[NH:13][C:14]([C:19]3[C:24](=[O:25])[N:23]([N:26]=[C:27]4[CH2:32][CH2:31][CH2:30][CH2:29][CH2:28]4)[C:22]4[CH:33]=[CH:34][S:35][C:21]=4[C:20]=3[OH:36])=[N:15][S:16](=[O:18])(=[O:17])[C:11]=2[CH:10]=1)[C:2]1[CH:7]=[CH:6][CH:5]=[CH:4][CH:3]=1.CO.[BH4-].[Li+].Cl. The catalyst is O1CCCC1.O. The product is [CH2:1]([O:8][C:9]1[CH:38]=[CH:37][C:12]2[NH:13][C:14]([C:19]3[C:24](=[O:25])[N:23]([NH:26][CH:27]4[CH2:28][CH2:29][CH2:30][CH2:31][CH2:32]4)[C:22]4[CH:33]=[CH:34][S:35][C:21]=4[C:20]=3[OH:36])=[N:15][S:16](=[O:17])(=[O:18])[C:11]=2[CH:10]=1)[C:2]1[CH:3]=[CH:4][CH:5]=[CH:6][CH:7]=1. The yield is 0.690. (4) The yield is 0.690. The catalyst is Cl[Pd](Cl)([P](C1C=CC=CC=1)(C1C=CC=CC=1)C1C=CC=CC=1)[P](C1C=CC=CC=1)(C1C=CC=CC=1)C1C=CC=CC=1.[Cu]I. The product is [CH2:22]([O:21][CH2:20][C:6]#[C:7][C:8]([C:9]1[CH:14]=[CH:13][CH:12]=[CH:11][CH:10]=1)=[O:15])[CH:18]=[CH:19][C:9]1[CH:14]=[CH:13][CH:12]=[CH:11][CH:10]=1. The reactants are C(N([CH2:6][CH3:7])CC)C.[C:8](Cl)(=[O:15])[C:9]1[CH:14]=[CH:13][CH:12]=[CH:11][CH:10]=1.O.[CH2:18]1[CH2:22][O:21][CH2:20][CH2:19]1. (5) The reactants are [Cl:1][C:2]1[CH:3]=[C:4]([C:9]2[S:10][CH:11]=[C:12]([C:15]([CH3:17])=O)[C:13]=2[OH:14])[CH:5]=[CH:6][C:7]=1[Cl:8].[CH3:18][N:19]1[C:23]([CH2:24][NH:25][C:26]([C:28]2[S:29][C:30]([C:33]([NH:35][NH2:36])=[O:34])=[CH:31][CH:32]=2)=[O:27])=[CH:22][CH:21]=[N:20]1.O. The catalyst is CN(C)C=O. The product is [CH3:18][N:19]1[C:23]([CH2:24][NH:25][C:26]([C:28]2[S:29][C:30]([C:33]([NH:35][N:36]=[C:15]([C:12]3[C:13]([OH:14])=[C:9]([C:4]4[CH:5]=[CH:6][C:7]([Cl:8])=[C:2]([Cl:1])[CH:3]=4)[S:10][CH:11]=3)[CH3:17])=[O:34])=[CH:31][CH:32]=2)=[O:27])=[CH:22][CH:21]=[N:20]1. The yield is 0.760. (6) The reactants are [NH2:1][C@@H:2]([CH2:19][C:20]1[CH:25]=[CH:24][C:23]([C:26]([F:29])([F:28])[F:27])=[CH:22][CH:21]=1)[CH2:3][NH:4][C:5]1[S:6][C:7]([C:10]2[CH:11]=[CH:12][C:13](F)=[C:14]([CH:17]=2)[C:15]#[N:16])=[CH:8][N:9]=1.[NH2:30][NH2:31]. No catalyst specified. The product is [NH2:1][C@@H:2]([CH2:19][C:20]1[CH:21]=[CH:22][C:23]([C:26]([F:28])([F:29])[F:27])=[CH:24][CH:25]=1)[CH2:3][NH:4][C:5]1[S:6][C:7]([C:10]2[CH:17]=[C:14]3[C:13](=[CH:12][CH:11]=2)[NH:31][N:30]=[C:15]3[NH2:16])=[CH:8][N:9]=1. The yield is 0.620.